This data is from Reaction yield outcomes from USPTO patents with 853,638 reactions. The task is: Predict the reaction yield, written as a fraction of the theoretical maximum amount of product (1.0 means a 100% yield; for example, 0.34 means a 34% yield). (1) The reactants are C1(C([NH:20][C@H:21]2[CH2:27][CH2:26][CH2:25][CH2:24][N:23]([C:28]([O:30][C:31]([CH3:34])([CH3:33])[CH3:32])=[O:29])[CH2:22]2)(C2C=CC=CC=2)C2C=CC=CC=2)C=CC=CC=1.CO.[H][H]. The catalyst is [Pd].CCO. The product is [NH2:20][C@H:21]1[CH2:27][CH2:26][CH2:25][CH2:24][N:23]([C:28]([O:30][C:31]([CH3:34])([CH3:33])[CH3:32])=[O:29])[CH2:22]1. The yield is 1.00. (2) The reactants are [CH3:1][O:2][C:3](=[O:20])[C:4]1[CH:9]=[C:8]([Cl:10])[CH:7]=[CH:6][C:5]=1[N:11]=[CH:12][C:13]1[CH:18]=[CH:17][CH:16]=[C:15]([Br:19])[CH:14]=1.[CH:21](=[O:25])[CH:22]([CH3:24])[CH3:23].O. The catalyst is O1CCCC1.O.[O-]S(C(F)(F)F)(=O)=O.[Yb+3].[O-]S(C(F)(F)F)(=O)=O.[O-]S(C(F)(F)F)(=O)=O. The product is [CH3:1][O:2][C:3]([C:4]1[CH:9]=[C:8]([Cl:10])[CH:7]=[C:6]2[C:5]=1[NH:11][CH:12]([C:13]1[CH:18]=[CH:17][CH:16]=[C:15]([Br:19])[CH:14]=1)[C:22]([CH3:24])([CH3:23])[CH:21]2[OH:25])=[O:20]. The yield is 1.00. (3) The reactants are C(Cl)Cl.[CH2:4]([O:6][C:7]([C:9]1[C:18](=[O:19])[C:17]2[C:12](=[C:13]([CH:34]=[O:35])[C:14]([NH:21][C@H:22]([CH2:32][OH:33])[CH2:23][CH2:24][C:25]([O:27][C:28]([CH3:31])([CH3:30])[CH3:29])=[O:26])=[C:15]([F:20])[CH:16]=2)[N:11]([CH:36]2[CH2:38][CH2:37]2)[CH:10]=1)=[O:8])[CH3:5].C(O[BH-](OC(=O)C)OC(=O)C)(=O)C.[Na+]. The catalyst is O. The product is [CH2:4]([O:6][C:7]([C:9]1[C:18](=[O:19])[C:17]2[C:12](=[C:13]([CH2:34][OH:35])[C:14]([NH:21][C@H:22]([CH2:32][OH:33])[CH2:23][CH2:24][C:25]([O:27][C:28]([CH3:31])([CH3:30])[CH3:29])=[O:26])=[C:15]([F:20])[CH:16]=2)[N:11]([CH:36]2[CH2:37][CH2:38]2)[CH:10]=1)=[O:8])[CH3:5]. The yield is 0.980. (4) The reactants are [CH3:1][C@H:2]1[CH2:7][NH:6][CH2:5][C@@H:4]([CH3:8])[NH:3]1.[CH3:9][C:10]([O:13][C:14](O[C:14]([O:13][C:10]([CH3:12])([CH3:11])[CH3:9])=[O:15])=[O:15])([CH3:12])[CH3:11]. The catalyst is ClCCl. The product is [CH3:8][C@H:4]1[NH:3][C@@H:2]([CH3:1])[CH2:7][N:6]([C:14]([O:13][C:10]([CH3:12])([CH3:11])[CH3:9])=[O:15])[CH2:5]1. The yield is 0.950. (5) The reactants are C[O:2][C:3](=O)[C:4]1[C:9]([N+:10]([O-:12])=[O:11])=[CH:8][CH:7]=[C:6]([F:13])[C:5]=1[CH2:14][CH2:15][NH:16][C:17](OC)=O.[H-].[Na+].CI.[Cl-].[NH4+]. The catalyst is C1COCC1. The product is [F:13][C:6]1[CH:7]=[CH:8][C:9]([N+:10]([O-:12])=[O:11])=[C:4]2[C:5]=1[CH2:14][CH2:15][N:16]([CH3:17])[C:3]2=[O:2]. The yield is 0.710.